From a dataset of Forward reaction prediction with 1.9M reactions from USPTO patents (1976-2016). Predict the product of the given reaction. (1) Given the reactants [CH2:1]1[C:10]2[C:5](=[C:6]([CH2:11][OH:12])[CH:7]=[CH:8][CH:9]=2)[CH2:4][CH2:3][C:2]21[O:16][CH2:15][CH2:14][O:13]2.[CH3:17][O:18][C:19]1[CH:24]=[CH:23][C:22](O)=[CH:21][CH:20]=1.C1C=CC(P(C2C=CC=CC=2)C2C=CC=CC=2)=CC=1.CCOC(/N=N/C(OCC)=O)=O, predict the reaction product. The product is: [CH3:17][O:18][C:19]1[CH:24]=[CH:23][C:22]([O:12][CH2:11][C:6]2[CH:7]=[CH:8][CH:9]=[C:10]3[C:5]=2[CH2:4][CH2:3][C:2]2([O:13][CH2:14][CH2:15][O:16]2)[CH2:1]3)=[CH:21][CH:20]=1. (2) Given the reactants C(Cl)(=O)C(Cl)=O.CS(C)=O.[OH:11][CH2:12][CH2:13][CH2:14][CH2:15][CH2:16][NH:17][C:18](=[O:61])[C@@H:19]([NH:43][C:44](=[O:60])[O:45][CH2:46][CH:47]1[C:59]2[CH:58]=[CH:57][CH:56]=[CH:55][C:54]=2[C:53]2[C:48]1=[CH:49][CH:50]=[CH:51][CH:52]=2)[C:20]([CH3:42])([S:22][C:23]([C:36]1[CH:41]=[CH:40][CH:39]=[CH:38][CH:37]=1)([C:30]1[CH:35]=[CH:34][CH:33]=[CH:32][CH:31]=1)[C:24]1[CH:29]=[CH:28][CH:27]=[CH:26][CH:25]=1)[CH3:21], predict the reaction product. The product is: [CH3:42][C:20]([S:22][C:23]([C:36]1[CH:41]=[CH:40][CH:39]=[CH:38][CH:37]=1)([C:30]1[CH:35]=[CH:34][CH:33]=[CH:32][CH:31]=1)[C:24]1[CH:29]=[CH:28][CH:27]=[CH:26][CH:25]=1)([CH3:21])[C@H:19]([NH:43][C:44](=[O:60])[O:45][CH2:46][CH:47]1[C:59]2[CH:58]=[CH:57][CH:56]=[CH:55][C:54]=2[C:53]2[C:48]1=[CH:49][CH:50]=[CH:51][CH:52]=2)[C:18](=[O:61])[NH:17][CH2:16][CH2:15][CH2:14][CH2:13][CH:12]=[O:11]. (3) Given the reactants [NH:1]1[CH2:5][CH2:4][C@@H:3]2[CH2:6][N:7]([C:9]([O:11][C:12]([CH3:15])([CH3:14])[CH3:13])=[O:10])[CH2:8][C@H:2]12.[Br:16][C:17]1[CH:22]=[CH:21][C:20](Br)=[CH:19][CH:18]=1.C1C=CC(P(C2C(C3C(P(C4C=CC=CC=4)C4C=CC=CC=4)=CC=C4C=3C=CC=C4)=C3C(C=CC=C3)=CC=2)C2C=CC=CC=2)=CC=1.CC(C)([O-])C.[Na+], predict the reaction product. The product is: [Br:16][C:17]1[CH:22]=[CH:21][C:20]([N:1]2[CH2:5][CH2:4][C@@H:3]3[CH2:6][N:7]([C:9]([O:11][C:12]([CH3:15])([CH3:14])[CH3:13])=[O:10])[CH2:8][C@H:2]23)=[CH:19][CH:18]=1. (4) Given the reactants [C:1]([NH:9][C:10]1([C:17]2[CH:22]=[CH:21][C:20]([Cl:23])=[CH:19][CH:18]=2)[CH2:13][CH:12]([C:14]([OH:16])=O)[CH2:11]1)(=[O:8])[C:2]1[CH:7]=[CH:6][CH:5]=[CH:4][CH:3]=1.C(N(C(C)C)CC)(C)C.Cl.[CH3:34][NH:35][O:36][CH3:37].CN(C(ON1N=NC2C=CC=NC1=2)=[N+](C)C)C.F[P-](F)(F)(F)(F)F, predict the reaction product. The product is: [Cl:23][C:20]1[CH:21]=[CH:22][C:17]([C:10]2([NH:9][C:1](=[O:8])[C:2]3[CH:7]=[CH:6][CH:5]=[CH:4][CH:3]=3)[CH2:13][CH:12]([C:14](=[O:16])[N:35]([O:36][CH3:37])[CH3:34])[CH2:11]2)=[CH:18][CH:19]=1.